Dataset: Catalyst prediction with 721,799 reactions and 888 catalyst types from USPTO. Task: Predict which catalyst facilitates the given reaction. The catalyst class is: 10. Reactant: [O:1]=[C:2]1[C:8]2[CH:9]=[CH:10][CH:11]=[CH:12][C:7]=2[CH2:6][O:5][C:4]2[CH:13]=[CH:14][C:15]([CH2:17][C:18]([OH:20])=O)=[CH:16][C:3]1=2.[CH3:21][N:22](C=O)[CH3:23].S(Cl)(Cl)=O.N(C)C. Product: [CH3:21][N:22]([CH3:23])[C:18](=[O:20])[CH2:17][C:15]1[CH:14]=[CH:13][C:4]2[O:5][CH2:6][C:7]3[CH:12]=[CH:11][CH:10]=[CH:9][C:8]=3[C:2](=[O:1])[C:3]=2[CH:16]=1.